Dataset: Experimentally validated miRNA-target interactions with 360,000+ pairs, plus equal number of negative samples. Task: Binary Classification. Given a miRNA mature sequence and a target amino acid sequence, predict their likelihood of interaction. (1) The miRNA is hsa-miR-6782-5p with sequence UAGGGGUGGGGGAAUUCAGGGGUGU. The protein sequence of the target gene is MAAKLWTFLLGFGLSWVWPASAHRKLLVLLLDGFRSDYISEDALASLPGFREIVNRGVKVDYLTPDFPSLSYPNYYTLMTGRHCEVHQMIGNYMWDPRTNKSFDIGVNRDSLMPLWWNGSEPLWITLMKARRKVYMYYWPGCEVEILGVRPTYCLEYKTVPTDINFANAVSDALDSLKSGRADLAAIYHERIDVEGHHYGPSSPQRKDALRAVDTVLKYMIQWIQDRGLQQDLNVILFSDHGMTDIFWMDKVIELSNYISLDDLQQVKDRGPVVSLWPVPGKHSEIYHKLRTVEHMTVYE.... Result: 0 (no interaction). (2) The miRNA is hsa-miR-4777-3p with sequence AUACCUCAUCUAGAAUGCUGUA. The protein sequence of the target gene is MSWHPQYRSSKFRHVYGKPASKENCYDSVPITRSVHDNHFCAVNPHFIAVVTECAGGGAFLVIPLHQTGKLDPHYPKVCGHRGNVLDIKWNPFNDFEIASCSEDATIKIWNIPKQLLTRNLTTYRKELIGHARRVGLVEWHPTTANILFSAGYDYKVMVWNLDTKDSVIAGPVKTINCHQDVILSMSFNTNGSLLATTCKDRKIRIVDPRLGIVLQEASYKGHRANKVLFLGSLKKLLSTGTSRWNNRQMALWDQENLSVPLTEEDLDGSSGVLFPFFDSDTSMLYIVGKGDGNIRYYEV.... Result: 0 (no interaction). (3) The miRNA is hsa-miR-1178-3p with sequence UUGCUCACUGUUCUUCCCUAG. The protein sequence of the target gene is MADTQTQVAPTPTMRMATAEDLPLPPPPALEDLPLPPPKESFSKFHQQRQASELRRLYRHIHPELRKNLAEAVAEDLAEVLGSEEPTEGDVQCMRWIFENWRLDAIGEHERPAAKEPVLCGDVQATSRKFEEGSFANSTDQEPTRPQPGGGDVRAARWLFETKPLDELTGQAKELEATVREPAASGDVQGTRMLFETRPLDRLGSRPSLQEQSPLELRSEIQELKGDVKKTVKLFQTEPLCAIQDAEGAIHEVKAACREEIQSNAVRSARWLFETRPLDAINQDPSQVRVIRGISLEEGA.... Result: 0 (no interaction). (4) The miRNA is hsa-miR-6799-3p with sequence UGCCCUGCAUGGUGUCCCCACAG. The protein sequence of the target gene is MGCAPSIHISERLVAEDAPSPAAPPLSSGGPRLPQGQKTAALPRTRGAGLLESELRDGSGKKVAVADVQFGPMRFHQDQLQVLLVFTKEDNQCNGFCRACEKAGFKCTVTKEAQAVLACFLDKHHDIIIIDHRNPRQLDAEALCRSIRSSKLSENTVIVGVVRRVDREELSVMPFISAGFTRRYVENPNIMACYNELLQLEFGEVRSQLKLRACNSVFTALENSEDAIEITSEDRFIQYANPAFETTMGYQSGELIGKELGEVPINEKKADLLDTINSCIRIGKEWQGIYYAKKKNGDNI.... Result: 0 (no interaction). (5) The miRNA is hsa-miR-6870-3p with sequence GCUCAUCCCCAUCUCCUUUCAG. The protein sequence of the target gene is MSVCYRPPGNETLLSWKTSRATGTAFLLLAALLGLPGNGFVVWSLAGWRPARGRPLAATLVLHLALADGAVLLLTPLFVAFLTRQAWPLGQAGCKAVYYVCALSMYASVLLTGLLSLQRCLAVTRPFLAPRLRSPALARRLLLAVWLAALLLAVPAAVYRHLWRDRVCQLCHPSPVHAAAHLSLETLTAFVLPFGLMLGCYSVTLARLRGARWGSGRHGARVGRLVSAIVLAFGLLWAPYHAVNLLQAVAALAPPEGALAKLGGAGQAARAGTTALAFFSSSVNPVLYVFTAGDLLPRAG.... Result: 1 (interaction). (6) The miRNA is hsa-miR-3689d with sequence GGGAGGUGUGAUCUCACACUCG. The protein sequence of the target gene is MAQAKINAKANEGRFCRSSSMADRSSRLLESLDQLELRVEALREAATAVEQEKEILLEMIHSIQNSQDMRQISDGEREELNLTANRLMGRTLTVEVSVETIRNPQQQESLKHATRIIDEVVNKFLDDLGNAKSHLMSLYSACSSEVPHGPVDQKFQSIVIGCALEDQKKIKRRLETLLRNIENSDKAIKLLEHSKGAGSKTLQQNAESRFN. Result: 0 (no interaction). (7) The miRNA is hsa-miR-6870-3p with sequence GCUCAUCCCCAUCUCCUUUCAG. The protein sequence of the target gene is MVKLFIGNLPREATEQEIRSLFEQYGKVLECDIIKNYGFVHIEDKTAAEDAIRNLHHYKLHGVNINVEASKNKSKASTKLHVGNISPTCTNQELRAKFEEYGPVIECDIVKDYAFVHMERAEDAVEAIRGLDNTEFQGKRMHVQLSTSRLRTAPGMGDQSGCYRCGKEGHWSKECPVDRTGRVADFTEQYNEQYGAVRTPYTMGYGESMYYNDAYGALDYYKRYRVRSYEAVAAAAAASAYNYAEQTMSHLPQVQSSAVPSHLNSTSVDPYDRHLLQNSGSAATSAAMAAAASSSYYGRD.... Result: 0 (no interaction).